This data is from Full USPTO retrosynthesis dataset with 1.9M reactions from patents (1976-2016). The task is: Predict the reactants needed to synthesize the given product. (1) Given the product [C:1]([C:3]1([CH2:9][OH:10])[CH2:8][CH2:7][O:6][CH2:5][CH2:4]1)#[N:2], predict the reactants needed to synthesize it. The reactants are: [C:1]([C:3]1([C:9](OC)=[O:10])[CH2:8][CH2:7][O:6][CH2:5][CH2:4]1)#[N:2].CO.O.[BH4-].[Na+]. (2) Given the product [CH2:23]([NH:30][C:4]1[C:5]2[C:10]([I:11])=[CH:9][N:8]([S:12]([C:15]3[CH:21]=[CH:20][C:18]([CH3:19])=[CH:17][CH:16]=3)(=[O:14])=[O:13])[C:6]=2[N:7]=[C:2]([Cl:1])[N:3]=1)[C:24]1[CH:29]=[CH:28][CH:27]=[CH:26][CH:25]=1, predict the reactants needed to synthesize it. The reactants are: [Cl:1][C:2]1[N:3]=[C:4](Cl)[C:5]2[C:10]([I:11])=[CH:9][N:8]([S:12]([C:15]3[CH:21]=[CH:20][C:18]([CH3:19])=[CH:17][CH:16]=3)(=[O:14])=[O:13])[C:6]=2[N:7]=1.[CH2:23]([NH2:30])[C:24]1[CH:29]=[CH:28][CH:27]=[CH:26][CH:25]=1.CCN(C(C)C)C(C)C.C(O)CCC. (3) Given the product [Cl:6][C:7]1[CH:12]=[CH:11][C:10]([CH2:13][C:14]([O:16][CH3:1])=[O:15])=[C:9]([I:17])[CH:8]=1, predict the reactants needed to synthesize it. The reactants are: [CH3:1][Si](Cl)(C)C.[Cl:6][C:7]1[CH:12]=[CH:11][C:10]([CH2:13][C:14]([OH:16])=[O:15])=[C:9]([I:17])[CH:8]=1. (4) Given the product [C:1]([N:4]([C:34]1[CH:39]=[CH:38][C:37]([Cl:40])=[CH:36][CH:35]=1)[C@H:5]1[C:14]2[C:9](=[CH:10][CH:11]=[CH:12][CH:13]=2)[N:8]([C:15]([C:17]2[CH:32]=[CH:31][C:20]([O:21][CH2:22][C@@H:23]3[CH2:27][CH2:26][CH2:25][C@H:24]3[C:28]([OH:30])=[O:29])=[CH:19][CH:18]=2)=[O:16])[C@@H:7]([CH3:33])[CH2:6]1)(=[O:3])[CH3:2], predict the reactants needed to synthesize it. The reactants are: [C:1]([N:4]([C:34]1[CH:39]=[CH:38][C:37]([Cl:40])=[CH:36][CH:35]=1)[C@H:5]1[C:14]2[C:9](=[CH:10][CH:11]=[CH:12][CH:13]=2)[N:8]([C:15]([C:17]2[CH:32]=[CH:31][C:20]([O:21][CH2:22][CH:23]3[CH2:27][CH2:26][CH2:25][CH:24]3[C:28]([O-:30])=[O:29])=[CH:19][CH:18]=2)=[O:16])[C@@H:7]([CH3:33])[CH2:6]1)(=[O:3])[CH3:2].C(=O)([O-])[O-].[K+].[K+]. (5) Given the product [C:1]([C:5]1[CH:6]=[C:7]2[C:11](=[CH:12][CH:13]=1)[NH:10][C:9]([C:14]([O:16][CH2:17][CH3:18])=[O:15])=[CH:8]2)#[N:2], predict the reactants needed to synthesize it. The reactants are: [C:1]([Cu])#[N:2].Br[C:5]1[CH:6]=[C:7]2[C:11](=[CH:12][CH:13]=1)[NH:10][C:9]([C:14]([O:16][CH2:17][CH3:18])=[O:15])=[CH:8]2.CCOC(C)=O.CCCCCC. (6) Given the product [CH2:1]([C@@H:8]([CH2:12][CH2:13][C@H:14]([CH2:33][C:34]1[CH:39]=[CH:38][CH:37]=[CH:36][CH:35]=1)[C:15]([NH:16][C@H:17]1[CH2:23][CH2:22][CH2:21][CH2:20][N:19]([C:24]2[CH:29]=[CH:28][CH:27]=[CH:26][C:25]=2[CH3:30])[C:18]1=[O:31])=[O:32])[C:9]([NH:40][C@H:41]1[CH2:47][CH2:46][S:45][C@H:44]2[CH2:48][CH2:49][CH2:50][C@@H:51]([CH3:52])[N:43]2[C:42]1=[O:53])=[O:10])[C:2]1[CH:7]=[CH:6][CH:5]=[CH:4][CH:3]=1, predict the reactants needed to synthesize it. The reactants are: [CH2:1]([C@@H:8]([CH2:12][CH2:13][C@H:14]([CH2:33][C:34]1[CH:39]=[CH:38][CH:37]=[CH:36][CH:35]=1)[C:15](=[O:32])[NH:16][C@H:17]1[CH2:23][CH2:22][CH2:21][CH2:20][N:19]([C:24]2[CH:29]=[CH:28][CH:27]=[CH:26][C:25]=2[CH3:30])[C:18]1=[O:31])[C:9](O)=[O:10])[C:2]1[CH:7]=[CH:6][CH:5]=[CH:4][CH:3]=1.[NH2:40][C@H:41]1[CH2:47][CH2:46][S:45][C@H:44]2[CH2:48][CH2:49][CH2:50][C@@H:51]([CH3:52])[N:43]2[C:42]1=[O:53]. (7) Given the product [CH2:30]([C@H:17]([NH:16][C:14]([C@@H:13]([NH:12][C:10]([C@@H:9]([NH:8][C:51]([C:50]1[N:46]([CH3:45])[N:47]=[C:48]([CH3:54])[CH:49]=1)=[O:52])[CH3:44])=[O:11])[CH2:37][C:38]1[CH:43]=[CH:42][CH:41]=[CH:40][CH:39]=1)=[O:15])[C:18]([C:19](=[O:20])[NH:21][CH2:22][C:23]1[CH:24]=[CH:25][CH:26]=[CH:27][CH:28]=1)=[O:29])[C:31]1[CH:36]=[CH:35][CH:34]=[CH:33][CH:32]=1, predict the reactants needed to synthesize it. The reactants are: FC(F)(F)C(O)=O.[NH2:8][C@@H:9]([CH3:44])[C:10]([NH:12][C@@H:13]([CH2:37][C:38]1[CH:43]=[CH:42][CH:41]=[CH:40][CH:39]=1)[C:14]([NH:16][C@@H:17]([CH2:30][C:31]1[CH:36]=[CH:35][CH:34]=[CH:33][CH:32]=1)[C:18](=[O:29])[C:19]([NH:21][CH2:22][C:23]1[CH:28]=[CH:27][CH:26]=[CH:25][CH:24]=1)=[O:20])=[O:15])=[O:11].[CH3:45][N:46]1[C:50]([C:51](O)=[O:52])=[CH:49][C:48]([CH3:54])=[N:47]1.CN(C(ON1N=NC2C=CC=NC1=2)=[N+](C)C)C.F[P-](F)(F)(F)(F)F.C(N(CC)C(C)C)(C)C.